This data is from Catalyst prediction with 721,799 reactions and 888 catalyst types from USPTO. The task is: Predict which catalyst facilitates the given reaction. (1) Reactant: [CH3:1][O:2][C:3]1[CH:10]=[CH:9][CH:8]=[CH:7][C:4]=1[CH:5]=[O:6].S([CH2:21][N+:22]#[C-:23])(C1C=CC(C)=CC=1)(=O)=O.C(=O)([O-])[O-].[K+].[K+]. Product: [CH3:1][O:2][C:3]1[CH:10]=[CH:9][CH:8]=[CH:7][C:4]=1[C:5]1[O:6][CH:23]=[N:22][CH:21]=1. The catalyst class is: 5. (2) Reactant: [N+:1]([C:4]1[CH:9]=[CH:8][N+:7]([O-])=[CH:6][C:5]=1[O:11][C:12]1[CH:17]=[CH:16][C:15]([Br:18])=[CH:14][CH:13]=1)([O-])=O.O.[OH-].[Na+]. Product: [NH2:1][C:4]1[CH:9]=[CH:8][N:7]=[CH:6][C:5]=1[O:11][C:12]1[CH:17]=[CH:16][C:15]([Br:18])=[CH:14][CH:13]=1. The catalyst class is: 180. (3) The catalyst class is: 14. Reactant: [CH:1]1([CH2:7]Br)[CH2:6][CH2:5][CH2:4][CH2:3][CH2:2]1.[CH2:9]([CH2:11][NH2:12])[OH:10]. Product: [CH:1]1([CH2:7][NH:12][CH2:11][CH2:9][OH:10])[CH2:6][CH2:5][CH2:4][CH2:3][CH2:2]1. (4) Reactant: [CH3:1][C:2]1[NH:6][C:5]2[C:7]([C:17]([O:19]C)=[O:18])=[CH:8][C:9]([N:11]3[CH2:16][CH2:15][O:14][CH2:13][CH2:12]3)=[CH:10][C:4]=2[N:3]=1.[CH3:21][C:22]1[CH:29]=[CH:28][C:27]([CH3:30])=[CH:26][C:23]=1[CH2:24]Br.C(=O)([O-])[O-].[K+].[K+].[OH-].[Li+]. The catalyst class is: 782. Product: [CH3:21][C:22]1[CH:29]=[CH:28][C:27]([CH3:30])=[CH:26][C:23]=1[CH2:24][N:3]1[C:4]2[CH:10]=[C:9]([N:11]3[CH2:16][CH2:15][O:14][CH2:13][CH2:12]3)[CH:8]=[C:7]([C:17]([OH:19])=[O:18])[C:5]=2[N:6]=[C:2]1[CH3:1]. (5) Reactant: [C:1]([O:5][C:6]([N:8]1[C:17]2[C:12](=[N:13][C:14]([O:18][CH3:19])=[CH:15][CH:16]=2)[C@@H:11]([NH:20][C:21]2[N:26]=[C:25]([CH2:27][C:28]3[CH:33]=[C:32]([C:34]([F:37])([F:36])[F:35])[CH:31]=[C:30]([C:38]([F:41])([F:40])[F:39])[CH:29]=3)[C:24]([N:42]3[CH2:47][CH2:46][CH:45]([C:48]([O:50]CC)=[O:49])[CH2:44][CH2:43]3)=[CH:23][N:22]=2)[CH2:10][C@H:9]1[CH2:53][CH3:54])=[O:7])([CH3:4])([CH3:3])[CH3:2].[OH-].[Na+].C(O)(=O)CC(CC(O)=O)(C(O)=O)O. Product: [C:1]([O:5][C:6]([N:8]1[C:17]2[C:12](=[N:13][C:14]([O:18][CH3:19])=[CH:15][CH:16]=2)[C@@H:11]([NH:20][C:21]2[N:26]=[C:25]([CH2:27][C:28]3[CH:33]=[C:32]([C:34]([F:35])([F:36])[F:37])[CH:31]=[C:30]([C:38]([F:40])([F:41])[F:39])[CH:29]=3)[C:24]([N:42]3[CH2:43][CH2:44][CH:45]([C:48]([OH:50])=[O:49])[CH2:46][CH2:47]3)=[CH:23][N:22]=2)[CH2:10][C@H:9]1[CH2:53][CH3:54])=[O:7])([CH3:4])([CH3:3])[CH3:2]. The catalyst class is: 12. (6) Reactant: [OH:1][CH:2]([C:4]1[N:5]([C:21]2[CH:26]=[CH:25][CH:24]=[C:23]([C:27]3[C:36]4[C:31](=[CH:32][CH:33]=[CH:34][CH:35]=4)[CH:30]=[N:29][CH:28]=3)[CH:22]=2)[CH:6]=[C:7]([O:11]CC2C=CC(OC)=CC=2)[C:8](=[O:10])[CH:9]=1)[CH3:3].FC(F)(F)C(O)=O. Product: [OH:11][C:7]1[C:8](=[O:10])[CH:9]=[C:4]([CH:2]([OH:1])[CH3:3])[N:5]([C:21]2[CH:26]=[CH:25][CH:24]=[C:23]([C:27]3[C:36]4[C:31](=[CH:32][CH:33]=[CH:34][CH:35]=4)[CH:30]=[N:29][CH:28]=3)[CH:22]=2)[CH:6]=1. The catalyst class is: 4. (7) Reactant: C([N:3]1[CH2:8][CH2:7][N:6]([C:9]2[NH:10][C:11]([C:16]3[CH:21]=[CH:20][N:19]=[C:18](C4C=NC(N5CCCOCC5)=NC=4)[CH:17]=3)=[CH:12][C:13]=2[C:14]#[N:15])[CH2:5][CH2:4]1)=O.[NH:35]1[CH:39]=[CH:38][N:37]=[CH:36]1. Product: [N:35]1([C:18]2[CH:17]=[C:16]([C:11]3[NH:10][C:9]([N:6]4[CH2:7][CH2:8][NH:3][CH2:4][CH2:5]4)=[C:13]([C:14]#[N:15])[CH:12]=3)[CH:21]=[CH:20][N:19]=2)[CH:39]=[CH:38][N:37]=[CH:36]1. The catalyst class is: 37.